The task is: Predict which catalyst facilitates the given reaction.. This data is from Catalyst prediction with 721,799 reactions and 888 catalyst types from USPTO. Reactant: [C:1]([O:5][C:6]([NH:8][CH2:9][C:10]([OH:12])=O)=[O:7])([CH3:4])([CH3:3])[CH3:2].CN1CCOCC1.CN(C(ON1N=NC2C=CC=CC1=2)=[N+](C)C)C.[B-](F)(F)(F)F.Cl.[CH:43]1([CH2:49][C@H:50]([C:52]([O:54][CH3:55])=[O:53])[NH2:51])[CH2:48][CH2:47][CH2:46][CH2:45][CH2:44]1. Product: [C:1]([O:5][C:6]([NH:8][CH2:9][C:10]([NH:51][C@@H:50]([C:52]([O:54][CH3:55])=[O:53])[CH2:49][CH:43]1[CH2:48][CH2:47][CH2:46][CH2:45][CH2:44]1)=[O:12])=[O:7])([CH3:2])([CH3:3])[CH3:4]. The catalyst class is: 2.